From a dataset of Full USPTO retrosynthesis dataset with 1.9M reactions from patents (1976-2016). Predict the reactants needed to synthesize the given product. (1) Given the product [OH:1][C@:2]1([CH3:24])[CH2:19][CH2:18][C@@:17]2([CH3:20])[C@@H:4]([CH2:5][CH2:6][C@@H:7]3[C@@H:16]2[CH2:15][CH2:14][C@@:12]2([CH3:13])[C@H:8]3[CH2:9][CH2:10][C@@H:11]2[CH2:21][OH:22])[CH2:3]1, predict the reactants needed to synthesize it. The reactants are: [OH:1][C@:2]1([CH3:24])[CH2:19][CH2:18][C@@:17]2([CH3:20])[C@@H:4]([CH2:5][CH2:6][C@@H:7]3[C@@H:16]2[CH2:15][CH2:14][C@@:12]2([CH3:13])[C@H:8]3[CH2:9][CH2:10][C@@H:11]2[C:21](O)=[O:22])[CH2:3]1.[H-].[H-].[H-].[H-].[Li+].[Al+3]. (2) Given the product [Br:1][C:2]1[CH:7]=[CH:6][C:5]([S:8][CH2:10][CH2:11][CH2:12][Cl:13])=[CH:4][CH:3]=1, predict the reactants needed to synthesize it. The reactants are: [Br:1][C:2]1[CH:7]=[CH:6][C:5]([SH:8])=[CH:4][CH:3]=1.Br[CH2:10][CH2:11][CH2:12][Cl:13]. (3) Given the product [CH3:21][C:20]([CH3:23])([CH3:22])[CH2:19][CH2:18][C:9]1([C:13]([O:15][CH3:16])=[O:14])[CH2:10][CH2:11][CH2:12][C:8]1=[O:7], predict the reactants needed to synthesize it. The reactants are: C(=O)([O-])[O-].[K+].[K+].[O:7]=[C:8]1[CH2:12][CH2:11][CH2:10][CH:9]1[C:13]([O:15][CH3:16])=[O:14].Br[CH2:18][CH2:19][C:20]([CH3:23])([CH3:22])[CH3:21]. (4) The reactants are: [F:1][C:2]1[CH:3]=[C:4]([CH:6]=[CH:7][C:8]=1[O:9][C:10]1[CH:15]=[CH:14][N:13]=[C:12]2[NH:16][CH:17]=[CH:18][C:11]=12)[NH2:5].[H-].[Na+].[C:21]1([CH3:31])[CH:26]=[CH:25][C:24]([S:27](Cl)(=[O:29])=[O:28])=[CH:23][CH:22]=1. Given the product [F:1][C:2]1[CH:3]=[C:4]([NH:5][S:27]([C:24]2[CH:25]=[CH:26][C:21]([CH3:31])=[CH:22][CH:23]=2)(=[O:29])=[O:28])[CH:6]=[CH:7][C:8]=1[O:9][C:10]1[CH:15]=[CH:14][N:13]=[C:12]2[N:16]([S:27]([C:24]3[CH:25]=[CH:26][C:21]([CH3:31])=[CH:22][CH:23]=3)(=[O:29])=[O:28])[CH:17]=[CH:18][C:11]=12, predict the reactants needed to synthesize it. (5) Given the product [CH2:1]([NH:3][C:33]([C@H:14]1[C@H:13]([C:9]2[CH:10]=[CH:11][CH:12]=[C:7]([Cl:6])[C:8]=2[F:36])[C@:17]([C:20]2[CH:25]=[CH:24][C:23]([Cl:26])=[CH:22][C:21]=2[F:27])([C:18]#[N:19])[C@H:16]([CH2:28][C:29]([CH3:32])([CH3:31])[CH3:30])[NH:15]1)=[O:34])[CH3:2], predict the reactants needed to synthesize it. The reactants are: [CH2:1]([NH2:3])[CH3:2].CO.[Cl:6][C:7]1[C:8]([F:36])=[C:9]([C@@H:13]2[C@:17]([C:20]3[CH:25]=[CH:24][C:23]([Cl:26])=[CH:22][C:21]=3[F:27])([C:18]#[N:19])[C@H:16]([CH2:28][C:29]([CH3:32])([CH3:31])[CH3:30])[NH:15][C@H:14]2[C:33](O)=[O:34])[CH:10]=[CH:11][CH:12]=1.CN(C(ON1N=NC2C=CC=NC1=2)=[N+](C)C)C.F[P-](F)(F)(F)(F)F. (6) Given the product [OH:12][C:2]1([CH2:1][SH:10])[CH:7]2[CH2:8][CH2:9][N:4]([CH2:5][CH2:6]2)[CH2:3]1, predict the reactants needed to synthesize it. The reactants are: [CH2:1]=[C:2]1[CH:7]2[CH2:8][CH2:9][N:4]([CH2:5][CH2:6]2)[CH2:3]1.[SH2:10].C[OH:12]. (7) Given the product [NH:18]([C:12]([NH:11][C:8]1[CH:9]=[CH:10][C:5]([C:3]([O:2][CH3:1])=[O:4])=[C:6]([N+:14]([O-:16])=[O:15])[CH:7]=1)=[S:13])[NH2:19], predict the reactants needed to synthesize it. The reactants are: [CH3:1][O:2][C:3]([C:5]1[CH:10]=[CH:9][C:8]([N:11]=[C:12]=[S:13])=[CH:7][C:6]=1[N+:14]([O-:16])=[O:15])=[O:4].O.[NH2:18][NH2:19].O.